From a dataset of Forward reaction prediction with 1.9M reactions from USPTO patents (1976-2016). Predict the product of the given reaction. (1) Given the reactants [CH2:1]([O:3][C:4]([N:6]1[CH2:11][CH2:10][N:9]([C:12](=[O:43])[C@@H:13]([NH:23][C:24]([C:26]2[CH:30]=[C:29]([O:31][CH2:32][C:33](O)=[O:34])[N:28]([C:36]3[CH:41]=[CH:40][CH:39]=[C:38]([F:42])[CH:37]=3)[N:27]=2)=[O:25])[CH2:14][CH2:15][C:16]([O:18][C:19]([CH3:22])([CH3:21])[CH3:20])=[O:17])[CH2:8][CH2:7]1)=[O:5])[CH3:2].C1C=CC2N(O)N=NC=2C=1.CCN(C(C)C)C(C)C.Cl.[CH2:64]([O:71][C:72](=[O:78])[C@@H:73]1[CH2:77][CH2:76][CH2:75][NH:74]1)[C:65]1[CH:70]=[CH:69][CH:68]=[CH:67][CH:66]=1, predict the reaction product. The product is: [CH2:1]([O:3][C:4]([N:6]1[CH2:7][CH2:8][N:9]([C:12](=[O:43])[C@@H:13]([NH:23][C:24]([C:26]2[CH:30]=[C:29]([O:31][CH2:32][C:33]([N:74]3[CH2:75][CH2:76][CH2:77][C@H:73]3[C:72]([O:71][CH2:64][C:65]3[CH:66]=[CH:67][CH:68]=[CH:69][CH:70]=3)=[O:78])=[O:34])[N:28]([C:36]3[CH:41]=[CH:40][CH:39]=[C:38]([F:42])[CH:37]=3)[N:27]=2)=[O:25])[CH2:14][CH2:15][C:16]([O:18][C:19]([CH3:22])([CH3:21])[CH3:20])=[O:17])[CH2:10][CH2:11]1)=[O:5])[CH3:2]. (2) The product is: [CH3:30][O:31][C:32]([CH2:33][NH:34][CH2:2][C:3]([NH:5][C:6]1[CH:14]=[CH:13][CH:12]=[C:11]2[C:7]=1[CH:8]=[C:9]([C:24]([O:26][CH2:27][CH3:28])=[O:25])[N:10]2[CH2:15][C:16]1[CH:21]=[CH:20][C:19]([Cl:22])=[C:18]([Cl:23])[CH:17]=1)=[O:4])=[O:35]. Given the reactants Cl[CH2:2][C:3]([NH:5][C:6]1[CH:14]=[CH:13][CH:12]=[C:11]2[C:7]=1[CH:8]=[C:9]([C:24]([O:26][CH2:27][CH3:28])=[O:25])[N:10]2[CH2:15][C:16]1[CH:21]=[CH:20][C:19]([Cl:22])=[C:18]([Cl:23])[CH:17]=1)=[O:4].Cl.[CH3:30][O:31][C:32](=[O:35])[CH2:33][NH2:34].C(N(CC)CC)C, predict the reaction product. (3) Given the reactants [OH:1][CH2:2][CH2:3][N:4]1[CH:13]=[CH:12][C:11]2[C:6](=[CH:7][CH:8]=[CH:9][C:10]=2I)[C:5]1=[O:15].[CH:16]1([CH2:23][NH2:24])[CH2:22][CH2:21][CH2:20][CH2:19][CH2:18][CH2:17]1.N12CCCN=C1CCCCC2.[O:36]1CCOC[CH2:37]1, predict the reaction product. The product is: [CH:16]1([CH2:23][NH:24][C:37]([C:10]2[C:11]3[CH:12]=[CH:13][N:4]([CH2:3][CH2:2][OH:1])[C:5](=[O:15])[C:6]=3[CH:7]=[CH:8][CH:9]=2)=[O:36])[CH2:22][CH2:21][CH2:20][CH2:19][CH2:18][CH2:17]1. (4) Given the reactants [OH:1][C:2]1[CH:3]=[C:4]([C:10](=O)[CH3:11])[CH:5]=[CH:6][C:7]=1[O:8][CH3:9].Cl.[F:14][C:15]1[CH:23]=[CH:22][C:18]([CH2:19][O:20][NH2:21])=[CH:17][CH:16]=1, predict the reaction product. The product is: [F:14][C:15]1[CH:23]=[CH:22][C:18]([CH2:19][O:20]/[N:21]=[C:10](/[C:4]2[CH:5]=[CH:6][C:7]([O:8][CH3:9])=[C:2]([OH:1])[CH:3]=2)\[CH3:11])=[CH:17][CH:16]=1. (5) Given the reactants O=[CH:2][CH2:3][C:4]1[CH:5]=[C:6]2[C:10](=[CH:11][CH:12]=1)[NH:9][C:8]([C:13]1[C:14](=[O:23])[NH:15][C:16]3[C:21]([CH:22]=1)=[CH:20][CH:19]=[CH:18][CH:17]=3)=[CH:7]2.[CH3:24][S:25]([N:28]1[CH2:33][CH2:32][NH:31][CH2:30][CH2:29]1)(=[O:27])=[O:26].C(O)(=O)C.C(O[BH-](OC(=O)C)OC(=O)C)(=O)C.[Na+], predict the reaction product. The product is: [CH3:24][S:25]([N:28]1[CH2:33][CH2:32][N:31]([CH2:2][CH2:3][C:4]2[CH:5]=[C:6]3[C:10](=[CH:11][CH:12]=2)[NH:9][C:8]([C:13]2[C:14](=[O:23])[NH:15][C:16]4[C:21]([CH:22]=2)=[CH:20][CH:19]=[CH:18][CH:17]=4)=[CH:7]3)[CH2:30][CH2:29]1)(=[O:27])=[O:26]. (6) Given the reactants [CH3:1][O:2][CH2:3][C@H:4]([NH:7][C:8]1[C:13]([NH2:14])=[C:12]([C:15]2[C:16]([CH3:23])=[N:17][C:18]([O:21][CH3:22])=[CH:19][CH:20]=2)[N:11]=[CH:10][N:9]=1)[CH2:5][CH3:6].[C:24](OCC)(=[O:28])[C:25]([CH3:27])=O, predict the reaction product. The product is: [CH3:1][O:2][CH2:3][C@H:4]([N:7]1[C:8]2[N:9]=[CH:10][N:11]=[C:12]([C:15]3[C:16]([CH3:23])=[N:17][C:18]([O:21][CH3:22])=[CH:19][CH:20]=3)[C:13]=2[N:14]=[C:25]([CH3:27])[C:24]1=[O:28])[CH2:5][CH3:6]. (7) Given the reactants [CH3:1][O:2][C:3]1[CH:11]=[CH:10][C:9]([C:12]#[N:13])=[CH:8][C:4]=1[C:5]([OH:7])=O.Cl.[CH2:15]([O:17][CH2:18][CH2:19][N:20]1[C:24]2[CH:25]=[CH:26][CH:27]=[CH:28][C:23]=2[N:22]=[C:21]1[N:29]1[CH2:35][CH2:34][CH2:33][N:32]([CH2:36][CH2:37][C:38]2([C:43]3[CH:48]=[CH:47][CH:46]=[CH:45][CH:44]=3)[CH2:42][CH2:41][NH:40][CH2:39]2)[CH2:31][CH2:30]1)[CH3:16], predict the reaction product. The product is: [CH3:1][O:2][C:3]1[CH:11]=[CH:10][C:9]([C:12]#[N:13])=[CH:8][C:4]=1[C:5]([N:40]1[CH2:41][CH2:42][C:38]([CH2:37][CH2:36][N:32]2[CH2:33][CH2:34][CH2:35][N:29]([C:21]3[N:20]([CH2:19][CH2:18][O:17][CH2:15][CH3:16])[C:24]4[CH:25]=[CH:26][CH:27]=[CH:28][C:23]=4[N:22]=3)[CH2:30][CH2:31]2)([C:43]2[CH:48]=[CH:47][CH:46]=[CH:45][CH:44]=2)[CH2:39]1)=[O:7]. (8) Given the reactants [F:1][C:2]1[C:3]2[CH:4]=[C:5]3[C:14]4[N:15]=[C:16]([C:19]5[C:20]([N:39]([CH3:44])[S:40]([CH3:43])(=[O:42])=[O:41])=[CH:21][C:22]6[O:26][C:25]([C:27]7[CH:32]=[CH:31][C:30]([F:33])=[CH:29][CH:28]=7)=[C:24]([C:34]([NH:36][CH3:37])=[O:35])[C:23]=6[CH:38]=5)[CH:17]=[CH:18][C:13]=4[O:12][CH2:11][N:6]3[C:7]=2[CH:8]=[CH:9][CH:10]=1.[C:45]([O:49][CH2:50][CH3:51])(=[O:48])[CH:46]=[O:47], predict the reaction product. The product is: [F:1][C:2]1[C:3]2[C:4]([CH:46]([OH:47])[C:45]([O:49][CH2:50][CH3:51])=[O:48])=[C:5]3[C:14]4[N:15]=[C:16]([C:19]5[C:20]([N:39]([CH3:44])[S:40]([CH3:43])(=[O:42])=[O:41])=[CH:21][C:22]6[O:26][C:25]([C:27]7[CH:28]=[CH:29][C:30]([F:33])=[CH:31][CH:32]=7)=[C:24]([C:34](=[O:35])[NH:36][CH3:37])[C:23]=6[CH:38]=5)[CH:17]=[CH:18][C:13]=4[O:12][CH2:11][N:6]3[C:7]=2[CH:8]=[CH:9][CH:10]=1. (9) Given the reactants C[O:2][C:3]1[C:12]2[C:7](=[CH:8][C:9]([C:13]3[C:18]([C:19]([F:22])([F:21])[F:20])=[CH:17][CH:16]=[CH:15][N:14]=3)=[CH:10][CH:11]=2)[N:6]=[CH:5][CH:4]=1, predict the reaction product. The product is: [F:21][C:19]([F:20])([F:22])[C:18]1[C:13]([C:9]2[CH:8]=[C:7]3[C:12]([C:3]([OH:2])=[CH:4][CH:5]=[N:6]3)=[CH:11][CH:10]=2)=[N:14][CH:15]=[CH:16][CH:17]=1.